The task is: Regression. Given a peptide amino acid sequence and an MHC pseudo amino acid sequence, predict their binding affinity value. This is MHC class I binding data.. This data is from Peptide-MHC class I binding affinity with 185,985 pairs from IEDB/IMGT. (1) The peptide sequence is SWHHTSDDF. The MHC is HLA-A02:16 with pseudo-sequence HLA-A02:16. The binding affinity (normalized) is 0.0847. (2) The peptide sequence is LAMGFGRA. The MHC is H-2-Kb with pseudo-sequence H-2-Kb. The binding affinity (normalized) is 0.0426.